This data is from Reaction yield outcomes from USPTO patents with 853,638 reactions. The task is: Predict the reaction yield, written as a fraction of the theoretical maximum amount of product (1.0 means a 100% yield; for example, 0.34 means a 34% yield). (1) The yield is 0.440. The reactants are [CH3:1][O:2][C:3]1[CH:4]=[C:5]([N:9]([CH3:24])[C:10]([C:12]2[N:13]([CH2:17][C:18]3[CH:23]=[CH:22][CH:21]=[CH:20][CH:19]=3)[CH:14]=[CH:15][N:16]=2)=O)[CH:6]=[CH:7][CH:8]=1.B.O1CCCC1.Cl. The product is [CH2:17]([N:13]1[CH:14]=[CH:15][N:16]=[C:12]1[CH2:10][N:9]([C:5]1[CH:6]=[CH:7][CH:8]=[C:3]([O:2][CH3:1])[CH:4]=1)[CH3:24])[C:18]1[CH:23]=[CH:22][CH:21]=[CH:20][CH:19]=1. The catalyst is O1CCCC1. (2) The reactants are C[O:2][C:3](=[O:25])[C:4]1[CH:9]=[CH:8][C:7]([O:10][CH2:11][C:12]2[C:13]([C:18]3[CH:23]=[CH:22][C:21]([Cl:24])=[CH:20][CH:19]=3)=[N:14][O:15][C:16]=2[CH3:17])=[N:6][CH:5]=1.COC(=O)C1C=CC(OCC2C(C3C=CC=C(F)C=3)=NOC=2C)=NC=1. No catalyst specified. The product is [Cl:24][C:21]1[CH:20]=[CH:19][C:18]([C:13]2[C:12]([CH2:11][O:10][C:7]3[CH:8]=[CH:9][C:4]([C:3]([OH:25])=[O:2])=[CH:5][N:6]=3)=[C:16]([CH3:17])[O:15][N:14]=2)=[CH:23][CH:22]=1. The yield is 0.980. (3) The reactants are [Cl:1][C:2]1[N:7]=[C:6]2[O:8][C:9]([C:15]3[CH:20]=[CH:19][C:18]([F:21])=[CH:17][CH:16]=3)=[C:10]([C:11](=[O:14])[NH:12][CH3:13])[C:5]2=[CH:4][C:3]=1[C:22]1[CH:23]=[CH:24][C:25]([F:31])=[C:26]([CH:30]=1)[C:27]([OH:29])=O.C(N(C(C)C)C(C)C)C.Cl.[C:42]12([NH2:47])[CH2:46][CH:44]([CH2:45]1)[CH2:43]2.CN(C(ON1N=NC2C=CC=NC1=2)=[N+](C)C)C.F[P-](F)(F)(F)(F)F. The catalyst is CN(C=O)C. The product is [C:42]12([NH:47][C:27]([C:26]3[CH:30]=[C:22]([C:3]4[CH:4]=[C:5]5[C:10]([C:11]([NH:12][CH3:13])=[O:14])=[C:9]([C:15]6[CH:20]=[CH:19][C:18]([F:21])=[CH:17][CH:16]=6)[O:8][C:6]5=[N:7][C:2]=4[Cl:1])[CH:23]=[CH:24][C:25]=3[F:31])=[O:29])[CH2:46][CH:44]([CH2:45]1)[CH2:43]2. The yield is 0.650. (4) The reactants are [C:1]([C:3]1[CH:4]=[CH:5][C:6]([C:9]2[C:17]3[S:16][C:15]([NH:18][C:19]([NH:21][CH2:22][CH3:23])=[O:20])=[N:14][C:13]=3[CH:12]=[C:11]([OH:24])[CH:10]=2)=[N:7][CH:8]=1)#[N:2].C1C=CC(N([S:32]([C:35]([F:38])([F:37])[F:36])(=[O:34])=[O:33])[S:32]([C:35]([F:38])([F:37])[F:36])(=[O:34])=[O:33])=CC=1.C(N(CC)CC)C. The catalyst is CN(C)C=O.C(OC(=O)C)C. The product is [C:1]([C:3]1[CH:4]=[CH:5][C:6]([C:9]2[C:17]3[S:16][C:15]([NH:18][C:19]([NH:21][CH2:22][CH3:23])=[O:20])=[N:14][C:13]=3[CH:12]=[C:11]([O:24][S:32]([C:35]([F:38])([F:37])[F:36])(=[O:34])=[O:33])[CH:10]=2)=[N:7][CH:8]=1)#[N:2]. The yield is 1.00.